The task is: Regression. Given a peptide amino acid sequence and an MHC pseudo amino acid sequence, predict their binding affinity value. This is MHC class I binding data.. This data is from Peptide-MHC class I binding affinity with 185,985 pairs from IEDB/IMGT. (1) The peptide sequence is SMMSFSAAL. The MHC is HLA-A02:02 with pseudo-sequence HLA-A02:02. The binding affinity (normalized) is 0.849. (2) The peptide sequence is ERPQASGVYM. The MHC is H-2-Db with pseudo-sequence H-2-Db. The binding affinity (normalized) is 0.0391. (3) The peptide sequence is FPQHVITKDV. The MHC is HLA-B07:02 with pseudo-sequence HLA-B07:02. The binding affinity (normalized) is 0.626.